This data is from Full USPTO retrosynthesis dataset with 1.9M reactions from patents (1976-2016). The task is: Predict the reactants needed to synthesize the given product. (1) Given the product [F:1][C:2]([F:26])([F:25])[CH2:3][NH:4][C:5]([C:7]1([CH2:20][CH2:21][CH2:22][CH2:23][N:43]2[CH2:42][CH2:41][N:40]([C:37]3[CH:36]=[CH:35][C:34]4[C:39](=[C:30]([O:29][CH2:27][CH3:28])[CH:31]=[CH:32][CH:33]=4)[CH:38]=3)[CH2:45][CH2:44]2)[C:19]2[CH:18]=[CH:17][CH:16]=[CH:15][C:14]=2[C:13]2[C:8]1=[CH:9][CH:10]=[CH:11][CH:12]=2)=[O:6], predict the reactants needed to synthesize it. The reactants are: [F:1][C:2]([F:26])([F:25])[CH2:3][NH:4][C:5]([C:7]1([CH2:20][CH2:21][CH2:22][CH2:23]Br)[C:19]2[CH:18]=[CH:17][CH:16]=[CH:15][C:14]=2[C:13]2[C:8]1=[CH:9][CH:10]=[CH:11][CH:12]=2)=[O:6].[CH2:27]([O:29][C:30]1[CH:31]=[CH:32][CH:33]=[C:34]2[C:39]=1[CH:38]=[C:37]([N:40]1[CH2:45][CH2:44][NH:43][CH2:42][CH2:41]1)[CH:36]=[CH:35]2)[CH3:28].C(=O)([O-])[O-].[K+].[K+]. (2) Given the product [N:26]([CH:6]1[C:5]2[CH:10]=[CH:11][C:2]([Br:1])=[CH:3][C:4]=2[O:8][CH2:7]1)=[N+:27]=[N-:28], predict the reactants needed to synthesize it. The reactants are: [Br:1][C:2]1[CH:11]=[CH:10][C:5]2[CH:6](O)[CH2:7][O:8][C:4]=2[CH:3]=1.C1(P([N:26]=[N+:27]=[N-:28])(C2C=CC=CC=2)=O)C=CC=CC=1.C1CCN2C(=NCCC2)CC1. (3) Given the product [C:9]([O:4][C:1]([N:11]1[CH2:12][CH2:13][CH2:14][CH:9]([CH2:8][OH:7])[CH2:10]1)=[O:2])([CH3:14])([CH3:10])[CH3:8], predict the reactants needed to synthesize it. The reactants are: [C:1]([O-:4])([O-])=[O:2].[K+].[K+].[OH:7][CH2:8][CH:9]1[CH2:14][CH2:13][CH2:12][NH:11][CH2:10]1. (4) Given the product [CH2:19]([O:18][C:16]([C:14]1[CH:13]=[CH:12][C:11]2[N:7]([CH:1]3[CH2:2][CH2:3][CH2:4][CH2:5][CH2:6]3)[C:8]([C:21]3[CH:22]=[C:23]4[C:28](=[CH:29][CH:30]=3)[N:27]=[C:26]([C:31](=[O:32])[NH:36][CH2:35][C:47]3[CH:46]=[CH:45][C:44]([Cl:43])=[CH:51][CH:50]=3)[CH:25]=[CH:24]4)=[N:9][C:10]=2[CH:15]=1)=[O:17])[CH3:20], predict the reactants needed to synthesize it. The reactants are: [CH:1]1([N:7]2[C:11]3[CH:12]=[CH:13][C:14]([C:16]([O:18][CH2:19][CH3:20])=[O:17])=[CH:15][C:10]=3[N:9]=[C:8]2[C:21]2[CH:22]=[C:23]3[C:28](=[CH:29][CH:30]=2)[N:27]=[C:26]([C:31](O)=[O:32])[CH:25]=[CH:24]3)[CH2:6][CH2:5][CH2:4][CH2:3][CH2:2]1.C[CH2:35][N:36](C(C)C)C(C)C.[Cl:43][C:44]1[CH:51]=[CH:50][C:47](NC)=[CH:46][CH:45]=1.